Dataset: Acute oral toxicity (LD50) regression data from Zhu et al.. Task: Regression/Classification. Given a drug SMILES string, predict its toxicity properties. Task type varies by dataset: regression for continuous values (e.g., LD50, hERG inhibition percentage) or binary classification for toxic/non-toxic outcomes (e.g., AMES mutagenicity, cardiotoxicity, hepatotoxicity). Dataset: ld50_zhu. (1) The drug is CNc1nc(NC(C)C)nc(OC)n1. The rat oral LD50 is 1.92, given as -log10 of the dose in mol/kg body weight (higher means more acutely toxic). (2) The molecule is CC(C)CCCCCOC(=O)CCCOc1ccc(Cl)cc1Cl. The rat oral LD50 is 2.86, given as -log10 of the dose in mol/kg body weight (higher means more acutely toxic). (3) The compound is CN(C)CCC[N+]1([O-])c2ccccc2CCc2ccccc21. The rat oral LD50 is 3.46, given as -log10 of the dose in mol/kg body weight (higher means more acutely toxic). (4) The molecule is COC(=O)C1=C(C)NC(C)=C(C(=O)OC)C1c1ccccc1[N+](=O)[O-]. The rat oral LD50 is 2.53, given as -log10 of the dose in mol/kg body weight (higher means more acutely toxic). (5) The compound is Nc1cc2c(cc1C1CCCCC1)CCC2C(=O)O. The rat oral LD50 is 3.68, given as -log10 of the dose in mol/kg body weight (higher means more acutely toxic). (6) The compound is CCN(Cc1ccncc1)N=O. The rat oral LD50 is 3.62, given as -log10 of the dose in mol/kg body weight (higher means more acutely toxic). (7) The drug is Cc1c([N+](=O)[O-])cccc1[N+](=O)[O-]. The rat oral LD50 is 3.01, given as -log10 of the dose in mol/kg body weight (higher means more acutely toxic). (8) The drug is Nc1ccccc1C(=O)O. The rat oral LD50 is 1.40, given as -log10 of the dose in mol/kg body weight (higher means more acutely toxic). (9) The molecule is CCC1CCCC(CC)C1N. The rat oral LD50 is 3.00, given as -log10 of the dose in mol/kg body weight (higher means more acutely toxic).